Dataset: Forward reaction prediction with 1.9M reactions from USPTO patents (1976-2016). Task: Predict the product of the given reaction. (1) Given the reactants [C:1]([O:5][C:6]([N:8]1[CH:17]([C:18](O)=[O:19])[CH2:16][C:15]2[C:10](=[CH:11][C:12]([Cl:21])=[CH:13][CH:14]=2)[CH2:9]1)=[O:7])([CH3:4])([CH3:3])[CH3:2].B, predict the reaction product. The product is: [Cl:21][C:12]1[CH:11]=[C:10]2[C:15]([CH2:16][CH:17]([CH2:18][OH:19])[N:8]([C:6]([O:5][C:1]([CH3:2])([CH3:3])[CH3:4])=[O:7])[CH2:9]2)=[CH:14][CH:13]=1. (2) Given the reactants C(OC([NH:8][C@:9]1([C:18]([OH:20])=[O:19])[CH2:11][C@H:10]1[C:12]1[CH:17]=[CH:16][CH:15]=[CH:14][CH:13]=1)=O)(C)(C)C.Cl.O1CCOCC1, predict the reaction product. The product is: [NH2:8][C@@:9]1([C:18]([OH:20])=[O:19])[CH2:11][C@@H:10]1[C:12]1[CH:17]=[CH:16][CH:15]=[CH:14][CH:13]=1. (3) The product is: [CH2:15]([O:14][C:12](=[O:13])/[CH:17]=[CH:4]/[C:3]1[CH:6]=[CH:7][C:8]([O:10][CH3:11])=[CH:9][C:2]=1[F:1])[CH3:16]. Given the reactants [F:1][C:2]1[CH:9]=[C:8]([O:10][CH3:11])[CH:7]=[CH:6][C:3]=1[CH:4]=O.[C:12]([CH:17]=P(C1C=CC=CC=1)(C1C=CC=CC=1)C1C=CC=CC=1)([O:14][CH2:15][CH3:16])=[O:13], predict the reaction product. (4) Given the reactants [NH2:1][C:2]1[NH:6][N:5]=[CH:4][C:3]=1[N:7]1[CH:11]=[C:10]([C:12]([O:14][CH3:15])=[O:13])[N:9]=[CH:8]1.[CH2:16]([CH:18]([C:24](=O)[CH3:25])[C:19](OCC)=[O:20])[CH3:17], predict the reaction product. The product is: [CH2:24]([C:18]1[C:19](=[O:20])[N:6]2[N:5]=[CH:4][C:3]([N:7]3[CH:11]=[C:10]([C:12]([O:14][CH3:15])=[O:13])[N:9]=[CH:8]3)=[C:2]2[NH:1][C:16]=1[CH3:17])[CH3:25]. (5) Given the reactants I[C:2]1[CH:7]=[CH:6][C:5](/[C:8](/[C:25]2[CH:30]=[CH:29][CH:28]=[C:27]([C:31]([F:34])([F:33])[F:32])[CH:26]=2)=[CH:9]\[CH2:10][O:11][C:12]2[CH:23]=[CH:22][C:15]([O:16][CH2:17][C:18]([O:20][CH3:21])=[O:19])=[C:14]([CH3:24])[CH:13]=2)=[CH:4][CH:3]=1.[CH2:35]([N:38]1[CH:42]=[CH:41][CH:40]=[N:39]1)[C:36]#[CH:37], predict the reaction product. The product is: [CH3:24][C:14]1[CH:13]=[C:12]([O:11][CH2:10]/[CH:9]=[C:8](\[C:5]2[CH:4]=[CH:3][C:2]([C:37]#[C:36][CH2:35][N:38]3[CH:42]=[CH:41][CH:40]=[N:39]3)=[CH:7][CH:6]=2)/[C:25]2[CH:30]=[CH:29][CH:28]=[C:27]([C:31]([F:34])([F:33])[F:32])[CH:26]=2)[CH:23]=[CH:22][C:15]=1[O:16][CH2:17][C:18]([O:20][CH3:21])=[O:19]. (6) The product is: [Cl:68][C:33]1[CH:34]=[C:35]([C:36]2[N:37]=[C:38]([C:62]3[NH:66][C:65](=[O:67])[O:64][N:63]=3)[CH:39]=[C:40]3[N:44]=[C:43]([N:45]4[CH2:50][CH2:49][O:48][C@@H:47]5[CH2:51][CH2:52][CH2:53][C@@H:46]45)[N:42]([CH2:54][C@H:55]4[CH2:56][CH2:57][C@H:58]([CH3:61])[CH2:59][CH2:60]4)[C:41]=23)[C:30]([O:29][CH2:28][CH2:27][OH:26])=[N:31][CH:32]=1. Given the reactants CCCC[N+](CCCC)(CCCC)CCCC.[F-].[Si]([O:26][CH2:27][CH2:28][O:29][C:30]1[C:35]([C:36]2[C:41]3[N:42]([CH2:54][C@H:55]4[CH2:60][CH2:59][C@H:58]([CH3:61])[CH2:57][CH2:56]4)[C:43]([N:45]4[CH2:50][CH2:49][O:48][C@@H:47]5[CH2:51][CH2:52][CH2:53][C@@H:46]45)=[N:44][C:40]=3[CH:39]=[C:38]([C:62]3[NH:66][C:65](=[O:67])[O:64][N:63]=3)[N:37]=2)=[CH:34][C:33]([Cl:68])=[CH:32][N:31]=1)(C(C)(C)C)(C)C, predict the reaction product. (7) Given the reactants [CH:1]([C:4]1[CH:9]=[C:8]([O:10][CH3:11])[CH:7]=[CH:6][C:5]=1[OH:12])([CH3:3])[CH3:2].[C:13]1([CH3:23])[CH:18]=[CH:17][C:16]([S:19](Cl)(=[O:21])=[O:20])=[CH:15][CH:14]=1.C(N(CC)CC)C, predict the reaction product. The product is: [CH:1]([C:4]1[CH:9]=[C:8]([O:10][CH3:11])[CH:7]=[CH:6][C:5]=1[O:12][S:19]([C:16]1[CH:17]=[CH:18][C:13]([CH3:23])=[CH:14][CH:15]=1)(=[O:21])=[O:20])([CH3:3])[CH3:2]. (8) Given the reactants [C:1]([C:4]1[N:9]=[CH:8][C:7]([NH:10][C@@H:11]2[CH2:16][CH2:15][CH2:14][CH2:13][C@@H:12]2[NH:17]C(=O)OC(C)(C)C)=[CH:6][C:5]=1[NH:25][C:26]1[CH:31]=[C:30]([CH3:32])[CH:29]=[C:28]([CH3:33])[N:27]=1)(=[O:3])[NH2:2].[ClH:34], predict the reaction product. The product is: [ClH:34].[NH2:17][C@H:12]1[CH2:13][CH2:14][CH2:15][CH2:16][C@H:11]1[NH:10][C:7]1[CH:6]=[C:5]([NH:25][C:26]2[CH:31]=[C:30]([CH3:32])[CH:29]=[C:28]([CH3:33])[N:27]=2)[C:4]([C:1]([NH2:2])=[O:3])=[N:9][CH:8]=1. (9) Given the reactants [CH3:1][N:2]1[CH:6]=[C:5]([C:7]2[N:12]=[C:11]3[N:13]([CH2:16][C@@H:17]4[CH2:22][N:21]([C:23]5[N:28]=[CH:27][C:26]([OH:29])=[CH:25][N:24]=5)[CH2:20][CH2:19][O:18]4)[N:14]=[N:15][C:10]3=[N:9][CH:8]=2)[CH:4]=[N:3]1.Cl.Cl[CH2:32][CH2:33][N:34]1[CH2:39][CH2:38][O:37][CH2:36][CH2:35]1.C(=O)([O-])[O-].[K+].[K+], predict the reaction product. The product is: [CH3:1][N:2]1[CH:6]=[C:5]([C:7]2[N:12]=[C:11]3[N:13]([CH2:16][C@H:17]4[O:18][CH2:19][CH2:20][N:21]([C:23]5[N:24]=[CH:25][C:26]([O:29][CH2:32][CH2:33][N:34]6[CH2:39][CH2:38][O:37][CH2:36][CH2:35]6)=[CH:27][N:28]=5)[CH2:22]4)[N:14]=[N:15][C:10]3=[N:9][CH:8]=2)[CH:4]=[N:3]1.